Dataset: Forward reaction prediction with 1.9M reactions from USPTO patents (1976-2016). Task: Predict the product of the given reaction. (1) Given the reactants C[O:2][C:3](=[O:70])[CH2:4][NH:5][C:6]([C:8]1([NH:11][C:12](=[O:69])[C@H:13]([NH:35][C:36](=[O:68])[CH2:37][NH:38][C:39](=[O:67])[CH2:40][C@H:41]([OH:66])/[CH:42]=[CH:43]/[CH2:44][CH2:45][S:46][C:47]([C:60]2[CH:65]=[CH:64][CH:63]=[CH:62][CH:61]=2)([C:54]2[CH:59]=[CH:58][CH:57]=[CH:56][CH:55]=2)[C:48]2[CH:53]=[CH:52][CH:51]=[CH:50][CH:49]=2)[CH2:14][S:15][C:16]([C:29]2[CH:34]=[CH:33][CH:32]=[CH:31][CH:30]=2)([C:23]2[CH:28]=[CH:27][CH:26]=[CH:25][CH:24]=2)[C:17]2[CH:22]=[CH:21][CH:20]=[CH:19][CH:18]=2)[CH2:10][CH2:9]1)=[O:7].[Li+].[OH-], predict the reaction product. The product is: [OH:66][C@H:41](/[CH:42]=[CH:43]/[CH2:44][CH2:45][S:46][C:47]([C:60]1[CH:65]=[CH:64][CH:63]=[CH:62][CH:61]=1)([C:54]1[CH:55]=[CH:56][CH:57]=[CH:58][CH:59]=1)[C:48]1[CH:53]=[CH:52][CH:51]=[CH:50][CH:49]=1)[CH2:40][C:39]([NH:38][CH2:37][C:36]([NH:35][C@H:13]([CH2:14][S:15][C:16]([C:17]1[CH:18]=[CH:19][CH:20]=[CH:21][CH:22]=1)([C:23]1[CH:24]=[CH:25][CH:26]=[CH:27][CH:28]=1)[C:29]1[CH:34]=[CH:33][CH:32]=[CH:31][CH:30]=1)[C:12]([NH:11][C:8]1([C:6]([NH:5][CH2:4][C:3]([OH:70])=[O:2])=[O:7])[CH2:10][CH2:9]1)=[O:69])=[O:68])=[O:67]. (2) Given the reactants [CH3:1][N:2]1[C:14]2[CH2:13][CH2:12][CH:11]([CH:15]3[CH2:20][CH2:19][O:18][CH2:17][CH2:16]3)[CH2:10][C:9]=2[C:8]2[C:3]1=[CH:4][CH:5]=[C:6]([C:21]([N:23]1[CH2:27][CH2:26][C@H:25]([NH:28][C:29](=O)[O:30]C(C)(C)C)[CH2:24]1)=[O:22])[CH:7]=2.Cl.C(N(CC)CC)C.[CH:44]1(C(Cl)=O)[CH2:46][CH2:45]1, predict the reaction product. The product is: [CH3:1][N:2]1[C:14]2[CH2:13][CH2:12][CH:11]([CH:15]3[CH2:16][CH2:17][O:18][CH2:19][CH2:20]3)[CH2:10][C:9]=2[C:8]2[C:3]1=[CH:4][CH:5]=[C:6]([C:21]([N:23]1[CH2:27][CH2:26][C@H:25]([NH:28][C:29]([CH:44]3[CH2:46][CH2:45]3)=[O:30])[CH2:24]1)=[O:22])[CH:7]=2. (3) Given the reactants C([O:3][C:4](=O)[CH2:5][O:6][C:7]1[CH:12]=[CH:11][C:10]([CH:13]=[O:14])=[CH:9][C:8]=1[N+:15]([O-])=O)C, predict the reaction product. The product is: [O:3]=[C:4]1[NH:15][C:8]2[CH:9]=[C:10]([CH:13]=[O:14])[CH:11]=[CH:12][C:7]=2[O:6][CH2:5]1. (4) Given the reactants [Cl:1][C:2]1[CH:7]=[CH:6][C:5]([OH:8])=[CH:4][CH:3]=1.[C:9](O)([CH3:12])([CH3:11])[CH3:10].CC#[N:16], predict the reaction product. The product is: [C:9]([C:6]1[CH:7]=[C:2]([Cl:1])[C:3]([NH2:16])=[CH:4][C:5]=1[OH:8])([CH3:12])([CH3:11])[CH3:10]. (5) Given the reactants [CH3:1][O:2][C:3](=[O:18])[CH:4]([C:9]1[CH:14]=[CH:13][CH:12]=[CH:11][C:10]=1[N+:15]([O-])=O)[CH2:5][C:6](=O)[CH3:7], predict the reaction product. The product is: [CH3:1][O:2][C:3]([C@H:4]1[C:9]2[C:10](=[CH:11][CH:12]=[CH:13][CH:14]=2)[NH:15][C@@H:6]([CH3:7])[CH2:5]1)=[O:18]. (6) Given the reactants [NH2:1][C:2]1[CH:11]=[C:10]([F:12])[C:9](Br)=[CH:8][C:3]=1[C:4]([O:6][CH3:7])=[O:5].[CH3:14][C:15]1[C:19](B2OC(C)(C)C(C)(C)O2)=[C:18]([CH3:29])[O:17][N:16]=1.O.C([O-])([O-])=O.[Cs+].[Cs+], predict the reaction product. The product is: [NH2:1][C:2]1[CH:11]=[C:10]([F:12])[C:9]([C:19]2[C:15]([CH3:14])=[N:16][O:17][C:18]=2[CH3:29])=[CH:8][C:3]=1[C:4]([O:6][CH3:7])=[O:5]. (7) The product is: [NH2:42][CH2:41][CH2:40][N:2]([CH3:1])[C:3]([C:5]1[N:6]=[C:7]([N:10]2[CH2:11][CH:12]([S:14][C:15]3[C@H:16]([CH3:39])[C@@H:17]4[C@@H:34]([C@H:35]([OH:37])[CH3:36])[C:33](=[O:38])[N:18]4[C:19]=3[C:20]([OH:22])=[O:21])[CH2:13]2)[S:8][CH:9]=1)=[O:4]. Given the reactants [CH3:1][N:2]([CH2:40][CH2:41][NH:42]C(OCC1C=CC([N+]([O-])=O)=CC=1)=O)[C:3]([C:5]1[N:6]=[C:7]([N:10]2[CH2:13][CH:12]([S:14][C:15]3[C@H:16]([CH3:39])[C@@H:17]4[C@@H:34]([C@H:35]([OH:37])[CH3:36])[C:33](=[O:38])[N:18]4[C:19]=3[C:20]([O:22]CC3C=CC([N+]([O-])=O)=CC=3)=[O:21])[CH2:11]2)[S:8][CH:9]=1)=[O:4], predict the reaction product. (8) Given the reactants [C:8](O[C:8]([C:10]([F:13])([F:12])[F:11])=[O:9])([C:10]([F:13])([F:12])[F:11])=[O:9].[C:14]1([C@@H:20]([NH2:23])[CH2:21][CH3:22])[CH:19]=[CH:18][CH:17]=[CH:16][CH:15]=1.[Br:24]N1C(C)(C)C(=O)N(Br)C1=O, predict the reaction product. The product is: [Br:24][C:17]1[CH:18]=[CH:19][C:14]([C@@H:20]([NH:23][C:8](=[O:9])[C:10]([F:11])([F:12])[F:13])[CH2:21][CH3:22])=[CH:15][CH:16]=1.